Task: Binary Classification. Given a drug SMILES string, predict its activity (active/inactive) in a high-throughput screening assay against a specified biological target.. Dataset: M1 muscarinic receptor agonist screen with 61,833 compounds (1) The molecule is S(=O)(=O)(c1n(c2c(n1)cccc2)Cc1c(F)cccc1)CC(=O)N. The result is 0 (inactive). (2) The molecule is S(c1n(CC)c(nn1)c1occc1)CC(=O)Nc1nc(ccc1)C. The result is 0 (inactive). (3) The drug is S(=O)(=O)(Nc1cc2OCCOc2cc1)c1ccc(OCC(OCC)=O)cc1. The result is 0 (inactive). (4) The compound is O(Cc1cc(n(CC(=O)Nc2c(OC)cccc2)c(=O)c1C#N)C)C. The result is 0 (inactive).